From a dataset of Full USPTO retrosynthesis dataset with 1.9M reactions from patents (1976-2016). Predict the reactants needed to synthesize the given product. Given the product [OH:16][C:17]([C:29]1[S:30][CH:31]=[CH:32][CH:33]=1)([C:34]1[S:35][CH:36]=[CH:37][CH:38]=1)[C:18]([O:20][C@H:21]1[CH2:22][CH2:23][C@H:24]([N:27]([CH2:2][CH2:3][CH2:4][N:5]2[C:13]3[C:8](=[CH:9][C:10]([CH:14]=[O:15])=[CH:11][CH:12]=3)[CH:7]=[CH:6]2)[CH3:28])[CH2:25][CH2:26]1)=[O:19], predict the reactants needed to synthesize it. The reactants are: Br[CH2:2][CH2:3][CH2:4][N:5]1[C:13]2[C:8](=[CH:9][C:10]([CH:14]=[O:15])=[CH:11][CH:12]=2)[CH:7]=[CH:6]1.[OH:16][C:17]([C:34]1[S:35][CH:36]=[CH:37][CH:38]=1)([C:29]1[S:30][CH:31]=[CH:32][CH:33]=1)[C:18]([O:20][C@H:21]1[CH2:26][CH2:25][C@H:24]([NH:27][CH3:28])[CH2:23][CH2:22]1)=[O:19].C(N(CC)CC)C.